From a dataset of Peptide-MHC class II binding affinity with 134,281 pairs from IEDB. Regression. Given a peptide amino acid sequence and an MHC pseudo amino acid sequence, predict their binding affinity value. This is MHC class II binding data. (1) The peptide sequence is RSIQDNQVAYLIIGIK. The MHC is HLA-DQA10303-DQB10402 with pseudo-sequence HLA-DQA10303-DQB10402. The binding affinity (normalized) is 0.438. (2) The peptide sequence is IIIDSKDTERQLAAM. The MHC is DRB1_0701 with pseudo-sequence DRB1_0701. The binding affinity (normalized) is 0.0634.